Predict which catalyst facilitates the given reaction. From a dataset of Catalyst prediction with 721,799 reactions and 888 catalyst types from USPTO. (1) Reactant: C(O[C:6](=O)[N:7]([CH2:9][C:10]1[CH:15]=[C:14]([O:16][C:17]2[C:18]([F:39])=[C:19]3[C:23](=[CH:24][CH:25]=2)[N:22]([C:26](=[O:37])[NH:27][C:28]2[CH:32]=[C:31]([C:33]([CH3:36])([CH3:35])[CH3:34])[O:30][N:29]=2)[C:21]([CH3:38])=[CH:20]3)[N:13]=[CH:12][N:11]=1)C)(C)(C)C.C(O)(C(F)(F)F)=O. Product: [C:33]([C:31]1[O:30][N:29]=[C:28]([NH:27][C:26]([N:22]2[C:23]3[C:19](=[C:18]([F:39])[C:17]([O:16][C:14]4[CH:15]=[C:10]([CH2:9][NH:7][CH3:6])[N:11]=[CH:12][N:13]=4)=[CH:25][CH:24]=3)[CH:20]=[C:21]2[CH3:38])=[O:37])[CH:32]=1)([CH3:36])([CH3:35])[CH3:34]. The catalyst class is: 2. (2) Reactant: Cl[C:2]1[CH:7]=[N:6][C:5]([CH3:8])=[CH:4][N:3]=1.[NH2:9][C@H:10]1[C:19]2[C:14](=[CH:15][CH:16]=[C:17]([C:20]3[CH2:21][CH2:22][O:23][CH2:24][CH:25]=3)[CH:18]=2)[N:13]([C:26](=[O:28])[CH3:27])[C@@H:12]([CH:29]2[CH2:31][CH2:30]2)[C@@H:11]1[CH3:32].CC(C)([O-])C.[Na+].CN(C1C(C2C(P(C3CCCCC3)C3CCCCC3)=CC=CC=2)=CC=CC=1)C. Product: [CH:29]1([C@H:12]2[C@H:11]([CH3:32])[C@@H:10]([NH:9][C:2]3[CH:7]=[N:6][C:5]([CH3:8])=[CH:4][N:3]=3)[C:19]3[C:14](=[CH:15][CH:16]=[C:17]([C:20]4[CH2:21][CH2:22][O:23][CH2:24][CH:25]=4)[CH:18]=3)[N:13]2[C:26](=[O:28])[CH3:27])[CH2:31][CH2:30]1. The catalyst class is: 62.